From a dataset of Full USPTO retrosynthesis dataset with 1.9M reactions from patents (1976-2016). Predict the reactants needed to synthesize the given product. Given the product [CH2:1]([N:8]1[C:12]2=[N:13][C:14]([NH:22][CH2:23][CH2:24][N:25]3[CH2:30][CH2:29][O:28][CH2:27][CH2:26]3)=[N:15][CH:16]=[C:11]2[C:10]([Br:21])=[N:9]1)[C:2]1[CH:7]=[CH:6][CH:5]=[CH:4][CH:3]=1, predict the reactants needed to synthesize it. The reactants are: [CH2:1]([N:8]1[C:12]2=[N:13][C:14](S(C)(=O)=O)=[N:15][CH:16]=[C:11]2[C:10]([Br:21])=[N:9]1)[C:2]1[CH:7]=[CH:6][CH:5]=[CH:4][CH:3]=1.[NH2:22][CH2:23][CH2:24][N:25]1[CH2:30][CH2:29][O:28][CH2:27][CH2:26]1.